This data is from Catalyst prediction with 721,799 reactions and 888 catalyst types from USPTO. The task is: Predict which catalyst facilitates the given reaction. (1) Reactant: Br[C:2]1[CH:3]=[C:4]2[C:12](=[CH:13][CH:14]=1)[NH:11][C:10]1[CH:9]=[C:8]3[C:15]([CH3:23])([CH3:22])[C:16]4[C:21]([C:7]3=[CH:6][C:5]2=1)=[CH:20][CH:19]=[CH:18][CH:17]=4.[CH:24]1[C:32]2[C:31]3[CH:33]=[CH:34][CH:35]=[CH:36][C:30]=3[O:29][C:28]=2[C:27](B(O)O)=[CH:26][CH:25]=1.C([O-])(O)=O.[Na+]. Product: [CH:24]1[C:32]2[C:31]3[CH:33]=[CH:34][CH:35]=[CH:36][C:30]=3[O:29][C:28]=2[C:27]([C:2]2[CH:3]=[C:4]3[C:12](=[CH:13][CH:14]=2)[NH:11][C:10]2[CH:9]=[C:8]4[C:15]([CH3:23])([CH3:22])[C:16]5[C:21]([C:7]4=[CH:6][C:5]3=2)=[CH:20][CH:19]=[CH:18][CH:17]=5)=[CH:26][CH:25]=1. The catalyst class is: 234. (2) Reactant: [CH3:1][O:2][C:3]1[CH:4]=[C:5]([C:11]2[CH:20]=[C:19]([CH3:21])[C:14]([C:15]([O:17][CH3:18])=[O:16])=[C:13]([CH3:22])[CH:12]=2)[CH:6]=[N:7][C:8]=1[O:9][CH3:10].C([O-])([O-])=O.[K+].[K+].C1C(=O)N([Br:36])C(=O)C1.C(OOC(=O)C1C=CC=CC=1)(=O)C1C=CC=CC=1. Product: [Br:36][CH2:21][C:19]1[CH:20]=[C:11]([C:5]2[CH:6]=[N:7][C:8]([O:9][CH3:10])=[C:3]([O:2][CH3:1])[CH:4]=2)[CH:12]=[C:13]([CH3:22])[C:14]=1[C:15]([O:17][CH3:18])=[O:16]. The catalyst class is: 53. (3) Reactant: Cl.N1C=CC=CC=1.[C:8]([C:11]1[CH:44]=[CH:43][C:14]2[NH:15][C:16]([C:18]3[CH:19]=[C:20]([C:36]([CH3:42])([CH3:41])[C:37]([O:39]C)=[O:38])[CH:21]=[C:22]([C:26]4[CH:31]=[C:30]([C:32]#[N:33])[CH:29]=[CH:28][C:27]=4[O:34]C)[C:23]=3[O:24]C)=[N:17][C:13]=2[CH:12]=1)(=[NH:10])[NH2:9]. Product: [C:8]([C:11]1[CH:44]=[CH:43][C:14]2[NH:15][C:16]([C:18]3[CH:19]=[C:20]([C:36]([CH3:42])([CH3:41])[C:37]([OH:39])=[O:38])[CH:21]=[C:22]([C:26]4[CH:31]=[C:30]([C:32]#[N:33])[CH:29]=[CH:28][C:27]=4[OH:34])[C:23]=3[OH:24])=[N:17][C:13]=2[CH:12]=1)(=[NH:9])[NH2:10]. The catalyst class is: 11. (4) Reactant: [I:1][C:2]1[N:7]=[N:6][C:5]([NH:8][CH2:9][CH2:10][NH2:11])=[CH:4][CH:3]=1.[C:12]([O:16][C:17](O[C:17]([O:16][C:12]([CH3:15])([CH3:14])[CH3:13])=[O:18])=[O:18])([CH3:15])([CH3:14])[CH3:13]. Product: [I:1][C:2]1[N:7]=[N:6][C:5]([NH:8][CH2:9][CH2:10][NH:11][C:17](=[O:18])[O:16][C:12]([CH3:15])([CH3:14])[CH3:13])=[CH:4][CH:3]=1. The catalyst class is: 7. (5) Reactant: [NH2:1][C:2]1[C:3]2[CH2:9][N:8]([C:10]([O:12][C:13]([CH3:16])([CH3:15])[CH3:14])=[O:11])[C:7]([CH3:18])([CH3:17])[C:4]=2[NH:5][N:6]=1.Cl[C:20]1[C:25]([F:26])=[CH:24][N:23]=[C:22]([CH2:27][O:28][CH3:29])[N:21]=1.[K].OP(O)(O)=O. Product: [F:26][C:25]1[C:20]([NH:1][C:2]2[C:3]3[CH2:9][N:8]([C:10]([O:12][C:13]([CH3:16])([CH3:15])[CH3:14])=[O:11])[C:7]([CH3:18])([CH3:17])[C:4]=3[NH:5][N:6]=2)=[N:21][C:22]([CH2:27][O:28][CH3:29])=[N:23][CH:24]=1. The catalyst class is: 16. (6) Reactant: [Cl:1][C:2]1[C:7]([Cl:8])=[CH:6][CH:5]=[CH:4][C:3]=1[CH2:9]O.[Br:11]P(Br)Br. Product: [Br:11][CH2:9][C:3]1[CH:4]=[CH:5][CH:6]=[C:7]([Cl:8])[C:2]=1[Cl:1]. The catalyst class is: 11. (7) Reactant: [N:1]1[N:5]2[CH:6]=[CH:7][C:8]([C:10]3[CH:20]=[CH:19][C:13]([C:14]([O:16][CH2:17][CH3:18])=[O:15])=[CH:12][CH:11]=3)=[N:9][C:4]2=[CH:3][CH:2]=1.C1C(=O)N([Br:28])C(=O)C1. Product: [Br:28][C:3]1[CH:2]=[N:1][N:5]2[CH:6]=[CH:7][C:8]([C:10]3[CH:11]=[CH:12][C:13]([C:14]([O:16][CH2:17][CH3:18])=[O:15])=[CH:19][CH:20]=3)=[N:9][C:4]=12. The catalyst class is: 643. (8) Reactant: [Li+].CC([N-]C(C)C)C.Br[CH2:10][C:11]1[CH:28]=[CH:27][CH:26]=[CH:25][C:12]=1[CH2:13][C:14]1([C:20]([O:22][CH2:23][CH3:24])=[O:21])[CH2:18][CH2:17][CH2:16][C:15]1=[O:19]. Product: [O:19]=[C:15]1[CH:16]2[CH2:17][CH2:18][C:14]1([C:20]([O:22][CH2:23][CH3:24])=[O:21])[CH2:13][C:12]1[CH:25]=[CH:26][CH:27]=[CH:28][C:11]=1[CH2:10]2. The catalyst class is: 1. (9) Reactant: [CH2:12]([Sn]([CH2:12][CH2:13][CH2:14][CH3:15])([CH2:12][CH2:13][CH2:14][CH3:15])OC)[CH2:13][CH2:14][CH3:15].C(CC([O-])=[O:21])(C)=C.BrC1[CH:25]=[CH:26][C:27]2[C:40]3[N:39]=[C:38]([C:41]4[C:48]([C:49]#[N:50])=[CH:47][CH:46]=[CH:45][C:42]=4[C:43]#[N:44])[N:37]([CH2:51][O:52][CH2:53][CH2:54][Si:55]([CH3:58])([CH3:57])[CH3:56])[C:36]=3[C:35]3[C:30](=[CH:31][C:32]([Cl:59])=[CH:33][CH:34]=3)[C:28]=2[CH:29]=1.C1(C)C=CC=CC=1P(C1C=CC=CC=1C)C1C=CC=CC=1C. Product: [Cl:59][C:32]1[CH:31]=[C:30]2[C:35](=[CH:34][CH:33]=1)[C:36]1[N:37]([CH2:51][O:52][CH2:53][CH2:54][Si:55]([CH3:57])([CH3:56])[CH3:58])[C:38]([C:41]3[C:48]([C:49]#[N:50])=[CH:47][CH:46]=[CH:45][C:42]=3[C:43]#[N:44])=[N:39][C:40]=1[C:27]1[CH:26]=[CH:25][C:12]([CH2:13][C:14](=[O:21])[CH3:15])=[CH:29][C:28]2=1. The catalyst class is: 164. (10) Reactant: [C:1]([C:9]([O-:11])=[O:10])(=[O:8])[C:2]1C=C[CH:5]=[CH:4][CH:3]=1.OC1C(C)=[N:15]C=C(C([O-])=O)C=1C([O-])=O.C([O-])(=O)C1C=C(O)C(O)=C(O)C=1.O=C([C@H](CC1C=C(O)C(O)=CC=1)N)O.C1(CC(=O)C([O-])=O)C=CC=CC=1.OC1C=C(C([O-])=O)C(=CC=1O)C([O-])=O.N1C=C(C([O-])=O)C(=O)NC1=O.C1C=C[C@](O)(C(O)=O)[C@@H](O)C=1. Product: [NH2:15][CH2:5][CH2:4]/[CH:3]=[CH:2]/[C:1](=[O:8])[C:9]([OH:11])=[O:10]. The catalyst class is: 6.